Dataset: Forward reaction prediction with 1.9M reactions from USPTO patents (1976-2016). Task: Predict the product of the given reaction. (1) Given the reactants [CH3:1][S:2][C:3]1[S:7][C:6]([C:8]([NH2:10])=[NH:9])=[CH:5][C:4]=1[C:11]1[S:12][CH:13]=[C:14]([C:16]2[CH:21]=[CH:20][CH:19]=[CH:18][CH:17]=2)[N:15]=1.[CH3:22]N.O, predict the reaction product. The product is: [NH:9]=[C:8]([NH:10][CH3:22])[C:6]1[S:7][C:3]([S:2][CH3:1])=[C:4]([C:11]2[S:12][CH:13]=[C:14]([C:16]3[CH:21]=[CH:20][CH:19]=[CH:18][CH:17]=3)[N:15]=2)[CH:5]=1. (2) Given the reactants [Cl:1][C:2]1[CH:29]=[CH:28][C:5]([CH2:6][NH:7][C:8]([C:10]2[C:11](=[O:27])[C:12]3[C:13]4[N:14]([CH:26]=2)[CH2:15][C:16](=[O:25])[N:17]([CH3:24])[C:18]=4[CH:19]=[C:20]([CH2:22]Cl)[CH:21]=3)=[O:9])=[CH:4][CH:3]=1.[CH3:30][NH:31][CH2:32][CH:33]([C:35]1[O:36][C:37]([CH3:40])=[CH:38][CH:39]=1)[OH:34].CN(C=O)C.C(N(C(C)C)CC)(C)C, predict the reaction product. The product is: [Cl:1][C:2]1[CH:3]=[CH:4][C:5]([CH2:6][NH:7][C:8]([C:10]2[C:11](=[O:27])[C:12]3[C:13]4[N:14]([CH:26]=2)[CH2:15][C:16](=[O:25])[N:17]([CH3:24])[C:18]=4[CH:19]=[C:20]([CH2:22][N:31]([CH2:32][CH:33]([OH:34])[C:35]2[O:36][C:37]([CH3:40])=[CH:38][CH:39]=2)[CH3:30])[CH:21]=3)=[O:9])=[CH:28][CH:29]=1. (3) Given the reactants [CH3:1][O:2][C:3]1[CH:30]=[CH:29][C:6]([CH2:7][C@:8]2([CH3:28])[C:12](=[O:13])[O:11][C@@H](C3C=CC=CC=3)[N:9]2C(C2C=CC=CC=2)=O)=[CH:5][CH:4]=1, predict the reaction product. The product is: [CH3:1][O:2][C:3]1[CH:4]=[CH:5][C:6]([CH2:7][C@:8]([CH3:28])([C:12]([OH:13])=[O:11])[NH2:9])=[CH:29][CH:30]=1. (4) Given the reactants C(OC([N:8]1[C:16]2[C:11](=[N:12][CH:13]=[C:14]([C:17]([F:21])([F:20])[CH2:18][CH3:19])[CH:15]=2)[C:10]([CH3:23])([CH3:22])[CH2:9]1)=O)(C)(C)C.CO, predict the reaction product. The product is: [F:20][C:17]([C:14]1[CH:15]=[C:16]2[NH:8][CH2:9][C:10]([CH3:22])([CH3:23])[C:11]2=[N:12][CH:13]=1)([F:21])[CH2:18][CH3:19]. (5) Given the reactants [Br:1][CH:2]1[CH:7]2[C:8]([CH3:10])([CH3:9])[C:4]([CH2:11][S:12]([OH:15])(=[O:14])=[O:13])([CH2:5][CH2:6]2)[C:3]1=[O:16].[F:17][C:18]1[CH:23]=[C:22]([F:24])[CH:21]=[CH:20][C:19]=1[C:25]([OH:41])([C:32]([C:34]1[CH:39]=[CH:38][C:37]([I:40])=[CH:36][CH:35]=1)=[CH2:33])[CH2:26][N:27]1[CH:31]=[N:30][CH:29]=[N:28]1, predict the reaction product. The product is: [F:17][C:18]1[CH:23]=[C:22]([F:24])[CH:21]=[CH:20][C:19]=1[C@:25]([OH:41])([C:32]([C:34]1[CH:35]=[CH:36][C:37]([I:40])=[CH:38][CH:39]=1)=[CH2:33])[CH2:26][N:27]1[CH:31]=[N:30][CH:29]=[N:28]1.[Br:1][CH:2]1[CH:7]2[C:8]([CH3:10])([CH3:9])[C:4]([CH2:11][S:12]([O-:15])(=[O:14])=[O:13])([CH2:5][CH2:6]2)[C:3]1=[O:16].